From a dataset of Forward reaction prediction with 1.9M reactions from USPTO patents (1976-2016). Predict the product of the given reaction. (1) Given the reactants [CH2:1]([P:3](Cl)([CH2:5][CH3:6])=[O:4])[CH3:2].C(N(C(C)C)C(C)C)C.[CH3:17][O:18][C:19]1[CH:47]=[C:46]([O:48][CH3:49])[CH:45]=[CH:44][C:20]=1[CH2:21][N:22]([C:38]1[CH:43]=[CH:42][CH:41]=[CH:40][CH:39]=1)[C:23]([C:25]1[C:26](=[O:37])[N:27]([CH3:36])[C:28]2[C:33]([C:34]=1[OH:35])=[CH:32][CH:31]=[CH:30][CH:29]=2)=[O:24], predict the reaction product. The product is: [CH3:17][O:18][C:19]1[CH:47]=[C:46]([O:48][CH3:49])[CH:45]=[CH:44][C:20]=1[CH2:21][N:22]([C:38]1[CH:39]=[CH:40][CH:41]=[CH:42][CH:43]=1)[C:23]([C:25]1[C:26](=[O:37])[N:27]([CH3:36])[C:28]2[C:33]([C:34]=1[O:35][P:3]([CH2:5][CH3:6])([CH2:1][CH3:2])=[O:4])=[CH:32][CH:31]=[CH:30][CH:29]=2)=[O:24]. (2) Given the reactants [CH3:1][CH2:2]C.C=C.[CH2:6]=[CH:7][CH2:8][CH2:9][CH2:10][CH2:11][CH2:12][CH3:13], predict the reaction product. The product is: [CH2:1]=[CH2:2].[CH2:6]=[CH:7][CH2:8][CH2:9][CH2:10][CH2:11][CH2:12][CH3:13]. (3) Given the reactants [F:1][C:2]1[CH:7]=[CH:6][C:5]([F:8])=[CH:4][C:3]=1[C:9]1[CH2:13][N:12]([C:14]([N:16]([CH3:18])[CH3:17])=[O:15])[C@H:11]([C:19]2[CH:24]=[CH:23][CH:22]=[C:21]([OH:25])[CH:20]=2)[CH:10]=1.CCN(C(C)C)C(C)C.C(Cl)(Cl)(Cl)Cl.[P:40]([O-:57])([O:49][CH2:50][C:51]1[CH:56]=[CH:55][CH:54]=[CH:53][CH:52]=1)[O:41][CH2:42][C:43]1[CH:48]=[CH:47][CH:46]=[CH:45][CH:44]=1, predict the reaction product. The product is: [P:40]([O:25][C:21]1[CH:22]=[CH:23][CH:24]=[C:19]([C@@H:11]2[CH:10]=[C:9]([C:3]3[CH:4]=[C:5]([F:8])[CH:6]=[CH:7][C:2]=3[F:1])[CH2:13][N:12]2[C:14]([N:16]([CH3:18])[CH3:17])=[O:15])[CH:20]=1)([O:41][CH2:42][C:43]1[CH:48]=[CH:47][CH:46]=[CH:45][CH:44]=1)([O:49][CH2:50][C:51]1[CH:56]=[CH:55][CH:54]=[CH:53][CH:52]=1)=[O:57].